From a dataset of Forward reaction prediction with 1.9M reactions from USPTO patents (1976-2016). Predict the product of the given reaction. Given the reactants [CH3:1][NH:2][C@H:3]([CH3:33])[CH2:4][O:5][C:6]1[CH:15]=[CH:14][CH:13]=[C:12]2[C:7]=1[C:8]([NH:16][C:17]1[CH:18]=[C:19]3[C:23](=[CH:24][CH:25]=1)[N:22]([CH2:26][C:27]1[CH:32]=[CH:31][CH:30]=[CH:29][N:28]=1)[N:21]=[CH:20]3)=[N:9][CH:10]=[N:11]2.[C:34]([OH:38])(=O)[CH2:35][OH:36].C(N(C(C)C)CC)(C)C.CN(C(ON1N=NC2C=CC=NC1=2)=[N+](C)C)C.F[P-](F)(F)(F)(F)F, predict the reaction product. The product is: [OH:36][CH2:35][C:34]([N:2]([CH3:1])[C@H:3]([CH3:33])[CH2:4][O:5][C:6]1[CH:15]=[CH:14][CH:13]=[C:12]2[C:7]=1[C:8]([NH:16][C:17]1[CH:18]=[C:19]3[C:23](=[CH:24][CH:25]=1)[N:22]([CH2:26][C:27]1[CH:32]=[CH:31][CH:30]=[CH:29][N:28]=1)[N:21]=[CH:20]3)=[N:9][CH:10]=[N:11]2)=[O:38].